Predict which catalyst facilitates the given reaction. From a dataset of Catalyst prediction with 721,799 reactions and 888 catalyst types from USPTO. Reactant: [CH:1]([C:4]1[C:8]([C:9]([O:11]CC2C=CC=CC=2)=[O:10])=[C:7]([CH3:19])[NH:6][C:5]=1[C:20]([O:22][C:23]([CH3:26])([CH3:25])[CH3:24])=[O:21])([CH3:3])[CH3:2].[H][H]. Product: [C:23]([O:22][C:20]([C:5]1[NH:6][C:7]([CH3:19])=[C:8]([C:9]([OH:11])=[O:10])[C:4]=1[CH:1]([CH3:3])[CH3:2])=[O:21])([CH3:26])([CH3:25])[CH3:24]. The catalyst class is: 19.